From a dataset of Forward reaction prediction with 1.9M reactions from USPTO patents (1976-2016). Predict the product of the given reaction. (1) Given the reactants [Mg].BrCCCCC(C)C.C([S@@](N=CC1C=CC(C(OC(C)C)=O)=CC=1)=O)(C)(C)C.[NH4+].[Cl-].[CH3:32][C:33]([CH3:58])([S@@:35]([NH:37][CH:38]([C:46]1[CH:57]=[CH:56][C:49]([C:50]([O:52][CH:53]([CH3:55])[CH3:54])=[O:51])=[CH:48][CH:47]=1)[CH2:39][CH2:40][CH2:41][CH2:42][CH:43]([CH3:45])[CH3:44])=[O:36])[CH3:34], predict the reaction product. The product is: [CH3:34][C:33]([CH3:32])([S@@:35]([NH:37][C@@H:38]([C:46]1[CH:47]=[CH:48][C:49]([C:50]([O:52][CH:53]([CH3:54])[CH3:55])=[O:51])=[CH:56][CH:57]=1)[CH2:39][CH2:40][CH2:41][CH2:42][CH:43]([CH3:45])[CH3:44])=[O:36])[CH3:58]. (2) Given the reactants C([O:8][C:9]1[CH:10]=[C:11]([CH:20]([OH:26])[CH:21](OCC)O)[C:12]2[O:17][CH2:16][C:15](=[O:18])[NH:14][C:13]=2[CH:19]=1)C1C=CC=CC=1.[NH2:27][C:28]([CH3:43])([CH3:42])[CH2:29][CH2:30][CH2:31][N:32]1[C:36]2[CH:37]=[CH:38][CH:39]=[CH:40][C:35]=2[NH:34][C:33]1=[O:41], predict the reaction product. The product is: [CH3:43][C:28]([NH:27][CH2:21][CH:20]([C:11]1[C:12]2[O:17][CH2:16][C:15](=[O:18])[NH:14][C:13]=2[CH:19]=[C:9]([OH:8])[CH:10]=1)[OH:26])([CH3:42])[CH2:29][CH2:30][CH2:31][N:32]1[C:36]2[CH:37]=[CH:38][CH:39]=[CH:40][C:35]=2[NH:34][C:33]1=[O:41]. (3) Given the reactants Cl[C:2]1[C:3](=[O:16])[N:4]([C:9]2[CH:14]=[CH:13][C:12]([F:15])=[CH:11][CH:10]=2)[CH:5]=[C:6]([Cl:8])N=1.[CH3:17][O-:18].[Na+].Cl.[CH3:21]O, predict the reaction product. The product is: [Cl:8][C:6]1[CH:21]=[C:2]([O:18][CH3:17])[C:3](=[O:16])[N:4]([C:9]2[CH:14]=[CH:13][C:12]([F:15])=[CH:11][CH:10]=2)[CH:5]=1. (4) Given the reactants Br[C:2]1[CH:3]=[C:4]([C:9]2[N:10]=[C:11]([C:15]3[CH:20]=[CH:19][C:18]([F:21])=[CH:17][C:16]=3[F:22])[N:12]=[N:13][CH:14]=2)[CH:5]=[CH:6][C:7]=1[F:8].[F:23][C:24]1[C:25](B2OC(C)(C)C(C)(C)O2)=[C:26]([CH:29]=[CH:30][CH:31]=1)[C:27]#[N:28], predict the reaction product. The product is: [F:23][C:24]1[CH:31]=[CH:30][CH:29]=[C:26]([C:27]#[N:28])[C:25]=1[C:2]1[CH:3]=[C:4]([C:9]2[N:10]=[C:11]([C:15]3[CH:20]=[CH:19][C:18]([F:21])=[CH:17][C:16]=3[F:22])[N:12]=[N:13][CH:14]=2)[CH:5]=[CH:6][C:7]=1[F:8]. (5) Given the reactants [Cl:1][C:2]1[CH:3]=[C:4]([C:10]2[CH:14]=[CH:13][N:12]([CH2:15][C@@H:16]([NH:18][C:19]([C:21]3[N:22]=[CH:23][NH:24][CH:25]=3)=[O:20])[CH3:17])[N:11]=2)[CH:5]=[CH:6][C:7]=1[C:8]#[N:9].[H-].[Na+].I[CH2:29][CH3:30], predict the reaction product. The product is: [Cl:1][C:2]1[CH:3]=[C:4]([C:10]2[CH:14]=[CH:13][N:12]([CH2:15][C@@H:16]([NH:18][C:19]([C:21]3[N:22]=[CH:23][N:24]([CH2:29][CH3:30])[CH:25]=3)=[O:20])[CH3:17])[N:11]=2)[CH:5]=[CH:6][C:7]=1[C:8]#[N:9]. (6) Given the reactants [CH3:1][C:2]1([CH3:16])[C:7]2[CH:8]=[C:9](B(O)O)[CH:10]=[CH:11][C:6]=2[NH:5][C:4](=[O:15])[O:3]1.Br[C:18]1[CH:19]=[C:20]([C:23]#[N:24])[S:21][CH:22]=1, predict the reaction product. The product is: [CH3:1][C:2]1([CH3:16])[O:3][C:4](=[O:15])[NH:5][C:6]2[CH:11]=[CH:10][C:9]([C:18]3[CH:19]=[C:20]([C:23]#[N:24])[S:21][CH:22]=3)=[CH:8][C:7]1=2. (7) Given the reactants C[O:2][C:3]([C:5]1[S:9][C:8]([N:10]2[CH2:15][CH2:14][N:13]([S:16]([C:19]3[CH:24]=[CH:23][C:22]([F:25])=[CH:21][CH:20]=3)(=[O:18])=[O:17])[CH2:12][CH2:11]2)=[N:7][CH:6]=1)=O.Cl.[NH2:27][OH:28].C[O-].[Na+].CO.Cl, predict the reaction product. The product is: [OH:28][NH:27][C:3]([C:5]1[S:9][C:8]([N:10]2[CH2:15][CH2:14][N:13]([S:16]([C:19]3[CH:24]=[CH:23][C:22]([F:25])=[CH:21][CH:20]=3)(=[O:18])=[O:17])[CH2:12][CH2:11]2)=[N:7][CH:6]=1)=[O:2]. (8) Given the reactants [CH2:1]([Mg]Br)[CH2:2][CH2:3][CH2:4][CH2:5][CH2:6][CH2:7][CH2:8][CH2:9][CH2:10][CH2:11][CH3:12].Cl[C:16]1[CH:21]=[CH:20][CH:19]=[CH:18][C:17]=1Cl, predict the reaction product. The product is: [CH2:1]([C:16]1[CH:21]=[CH:20][CH:19]=[CH:18][C:17]=1[CH2:12][CH2:11][CH2:10][CH2:9][CH2:8][CH2:7][CH2:6][CH2:5][CH2:4][CH2:3][CH2:2][CH3:1])[CH2:2][CH2:3][CH2:4][CH2:5][CH2:6][CH2:7][CH2:8][CH2:9][CH2:10][CH2:11][CH3:12]. (9) Given the reactants [Cl:1][C:2]1[C:7]([C:8]([O:10][CH3:11])=[O:9])=[CH:6][N:5]=[C:4](Cl)[CH:3]=1.[CH3:13]B1OB(C)OB(C)O1.C([O-])([O-])=O.[Cs+].[Cs+], predict the reaction product. The product is: [Cl:1][C:2]1[C:7]([C:8]([O:10][CH3:11])=[O:9])=[CH:6][N:5]=[C:4]([CH3:13])[CH:3]=1.